From a dataset of Full USPTO retrosynthesis dataset with 1.9M reactions from patents (1976-2016). Predict the reactants needed to synthesize the given product. (1) Given the product [F:1][C:2]1[CH:3]=[CH:4][C:5]([C:8]2[N:9]=[CH:10][N:11]([CH:21]3[CH2:26][CH2:25][N:24]([CH:32]([C:34]4[CH:38]=[CH:37][O:36][N:35]=4)[CH3:33])[CH2:23][CH2:22]3)[C:12]=2[C:13]2[CH:18]=[CH:17][N:16]=[C:15]([NH:19][CH3:20])[N:14]=2)=[CH:6][CH:7]=1, predict the reactants needed to synthesize it. The reactants are: [F:1][C:2]1[CH:7]=[CH:6][C:5]([C:8]2[N:9]=[CH:10][N:11]([CH:21]3[CH2:26][CH2:25][NH:24][CH2:23][CH2:22]3)[C:12]=2[C:13]2[CH:18]=[CH:17][N:16]=[C:15]([NH:19][CH3:20])[N:14]=2)=[CH:4][CH:3]=1.CS(O[CH:32]([C:34]1[CH:38]=[CH:37][O:36][N:35]=1)[CH3:33])(=O)=O.C(=O)([O-])[O-].[Cs+].[Cs+]. (2) Given the product [CH:1]1([C:4]2[CH:5]=[CH:6][C:7]([CH:8]=[O:9])=[CH:10][CH:11]=2)[CH2:3][CH2:2][CH2:14][CH2:13]1, predict the reactants needed to synthesize it. The reactants are: [CH:1]1([C:4]2[CH:11]=[CH:10][C:7]([CH:8]=[O:9])=[CH:6][CH:5]=2)[CH2:3][CH2:2]1.Br[C:13]1C=CC(C2CCCC2)=C[CH:14]=1.[Li]CCCC.CCCCCC.CN(C=O)C. (3) Given the product [Cl:11][C:12]1[CH:13]=[C:14]([CH:17]=[CH:18][C:19]=1[Cl:20])[CH2:15][O:10][C:8]1[CH:7]=[CH:6][C:3]([C:4]#[N:5])=[C:2]([F:1])[CH:9]=1, predict the reactants needed to synthesize it. The reactants are: [F:1][C:2]1[CH:9]=[C:8]([OH:10])[CH:7]=[CH:6][C:3]=1[C:4]#[N:5].[Cl:11][C:12]1[CH:13]=[C:14]([CH:17]=[CH:18][C:19]=1[Cl:20])[CH2:15]O.C1(P(C2C=CC=CC=2)C2C=CC=CC=2)C=CC=CC=1.C1(C)C=CC=CC=1.N(C(OCC)=O)=NC(OCC)=O. (4) Given the product [NH2:1][C:2]1[N:3]([CH2:27][CH3:28])[C:4]2[C:9]([C:10](=[O:25])[C:11]=1[C:12]1[N:13]([CH2:17][O:18][CH2:19][CH2:20][Si:21]([CH3:24])([CH3:23])[CH3:22])[CH:14]=[CH:15][N:16]=1)=[CH:8][CH:7]=[C:6]([C:33]#[C:32][C:31]([OH:34])([C:35]1[CH:40]=[CH:39][CH:38]=[CH:37][CH:36]=1)[C:30]([F:29])([F:41])[F:42])[N:5]=2, predict the reactants needed to synthesize it. The reactants are: [NH2:1][C:2]1[N:3]([CH2:27][CH3:28])[C:4]2[C:9]([C:10](=[O:25])[C:11]=1[C:12]1[N:13]([CH2:17][O:18][CH2:19][CH2:20][Si:21]([CH3:24])([CH3:23])[CH3:22])[CH:14]=[CH:15][N:16]=1)=[CH:8][CH:7]=[C:6](Cl)[N:5]=2.[F:29][C:30]([F:42])([F:41])[C:31]([C:35]1[CH:40]=[CH:39][CH:38]=[CH:37][CH:36]=1)([OH:34])[C:32]#[CH:33].CN(C=O)C. (5) Given the product [Cl:1][C:2]1[N:3]=[CH:4][C:5]([C:6]([C:16]2[CH:17]=[CH:18][C:13]([O:12][CH3:11])=[CH:14][C:15]=2[OH:19])=[O:7])=[CH:9][CH:10]=1, predict the reactants needed to synthesize it. The reactants are: [Cl:1][C:2]1[CH:10]=[CH:9][C:5]([C:6](Cl)=[O:7])=[CH:4][N:3]=1.[CH3:11][O:12][C:13]1[CH:14]=[C:15]([OH:19])[CH:16]=[CH:17][CH:18]=1.[N+](C1C=CC=CC=1)([O-])=O.[Cl-].[Al+3].[Cl-].[Cl-].Cl. (6) Given the product [Br:17][C:18]1[CH:23]=[C:22]([C:24]2[O:25][C:26]([CH2:29][N:5]3[C:6]4[C:11](=[C:10]([C:13]#[N:14])[C:9]([C:15]#[N:16])=[CH:8][CH:7]=4)[CH:12]=[C:4]3[CH2:1][CH2:2][CH3:3])=[N:27][N:28]=2)[CH:21]=[N:20][CH:19]=1, predict the reactants needed to synthesize it. The reactants are: [CH2:1]([C:4]1[NH:5][C:6]2[C:11]([CH:12]=1)=[C:10]([C:13]#[N:14])[C:9]([C:15]#[N:16])=[CH:8][CH:7]=2)[CH2:2][CH3:3].[Br:17][C:18]1[CH:19]=[N:20][CH:21]=[C:22]([C:24]2[O:25][C:26]([CH2:29]Cl)=[N:27][N:28]=2)[CH:23]=1. (7) Given the product [CH3:28][O:27][C:24]1[CH:25]=[CH:26][C:21]([CH2:20][N:8]2[CH2:7][C:6]3[CH:9]=[CH:10][C:11]([C:13]([O:15][CH3:16])=[O:14])=[CH:12][C:5]=3[O:4][CH2:3][C@@H:2]2[CH3:1])=[CH:22][CH:23]=1, predict the reactants needed to synthesize it. The reactants are: [CH3:1][C@@H:2]1[NH:8][CH2:7][C:6]2[CH:9]=[CH:10][C:11]([C:13]([O:15][CH3:16])=[O:14])=[CH:12][C:5]=2[O:4][CH2:3]1.[H-].[Na+].Br[CH2:20][C:21]1[CH:26]=[CH:25][C:24]([O:27][CH3:28])=[CH:23][CH:22]=1.